Dataset: Full USPTO retrosynthesis dataset with 1.9M reactions from patents (1976-2016). Task: Predict the reactants needed to synthesize the given product. (1) Given the product [NH2:1][C:4]1[CH:12]=[CH:11][CH:10]=[C:9]2[C:5]=1[C:6]([CH2:19][C:20]([O:22][CH2:23][CH3:24])=[O:21])=[CH:7][N:8]2[CH2:13][C:14]([O:16][CH2:17][CH3:18])=[O:15], predict the reactants needed to synthesize it. The reactants are: [N+:1]([C:4]1[CH:12]=[CH:11][CH:10]=[C:9]2[C:5]=1[C:6]([CH2:19][C:20]([O:22][CH2:23][CH3:24])=[O:21])=[CH:7][N:8]2[CH2:13][C:14]([O:16][CH2:17][CH3:18])=[O:15])([O-])=O. (2) Given the product [Cl:20][C:19]1[C:10]([CH2:9][OH:8])=[CH:11][C:12]([F:21])=[C:13]([CH:18]=1)[C:14]([O:16][CH3:17])=[O:15], predict the reactants needed to synthesize it. The reactants are: [Si]([O:8][CH2:9][C:10]1[C:19]([Cl:20])=[CH:18][C:13]([C:14]([O:16][CH3:17])=[O:15])=[C:12]([F:21])[CH:11]=1)(C(C)(C)C)(C)C.Cl. (3) Given the product [F:1][C:2]1[CH:10]=[CH:9][CH:8]=[C:7]2[C:3]=1[CH:4]=[CH:5][N:6]2[C@H:14]([CH3:18])[C:15]([OH:17])=[O:16], predict the reactants needed to synthesize it. The reactants are: [F:1][C:2]1[CH:10]=[CH:9][CH:8]=[C:7]2[C:3]=1[CH:4]=[CH:5][NH:6]2.[H-].[Na+].Br[CH:14]([CH3:18])[C:15]([OH:17])=[O:16].O. (4) Given the product [C:10](=[O:11])([OH:13])[OH:12].[NH2:1][C@H:2]([C:10]([OH:12])=[O:11])[CH2:3][CH2:4][CH2:5][NH:6][C:7](=[NH:8])[NH2:9], predict the reactants needed to synthesize it. The reactants are: [NH2:1][C@H:2]([C:10]([OH:12])=[O:11])[CH2:3][CH2:4][CH2:5][NH:6][C:7](=[NH:9])[NH2:8].[OH2:13].